Dataset: Catalyst prediction with 721,799 reactions and 888 catalyst types from USPTO. Task: Predict which catalyst facilitates the given reaction. Reactant: [CH:1]([C:3]1[C:11]2[C:6](=[CH:7][C:8]([C@H:12]3[C@@:14]4([C:22]5[C:17](=[CH:18][CH:19]=[CH:20][CH:21]=5)[NH:16][C:15]4=[O:23])[CH2:13]3)=[CH:9][CH:10]=2)[NH:5][N:4]=1)=[CH2:2].Br[C:25]1[C:26]([CH3:32])=[N:27][C:28]([CH3:31])=[CH:29][CH:30]=1.CCN(C(C)C)C(C)C.CC1C=CC=CC=1P(C1C=CC=CC=1C)C1C=CC=CC=1C. Product: [CH3:32][C:26]1[C:25](/[CH:2]=[CH:1]/[C:3]2[C:11]3[C:6](=[CH:7][C:8]([C@H:12]4[C@@:14]5([C:22]6[C:17](=[CH:18][CH:19]=[CH:20][CH:21]=6)[NH:16][C:15]5=[O:23])[CH2:13]4)=[CH:9][CH:10]=3)[NH:5][N:4]=2)=[CH:30][CH:29]=[C:28]([CH3:31])[N:27]=1. The catalyst class is: 416.